Dataset: Forward reaction prediction with 1.9M reactions from USPTO patents (1976-2016). Task: Predict the product of the given reaction. (1) Given the reactants [NH:1]1[CH:8]=[CH:7][C:5](=[O:6])[NH:4][C:2]1=[O:3].C/C(/O[Si](C)(C)C)=N\[Si](C)(C)C.C(O[CH:25]1[O:38][C@:37]([CH3:49])([CH2:39][O:40][C:41](=[O:48])[C:42]2[CH:47]=[CH:46][CH:45]=[CH:44][CH:43]=2)[C@@H:27]([O:28][C:29](=[O:36])[C:30]2[CH:35]=[CH:34][CH:33]=[CH:32][CH:31]=2)[C@@H:26]1[F:50])(=O)C, predict the reaction product. The product is: [C:29]([O:28][C@@H:27]1[C@@:37]([CH3:49])([CH2:39][O:40][C:41](=[O:48])[C:42]2[CH:47]=[CH:46][CH:45]=[CH:44][CH:43]=2)[O:38][C@@H:25]([N:1]2[CH:8]=[CH:7][C:5](=[O:6])[NH:4][C:2]2=[O:3])[C@H:26]1[F:50])(=[O:36])[C:30]1[CH:31]=[CH:32][CH:33]=[CH:34][CH:35]=1. (2) The product is: [I:23][C:2]1[CH:22]=[CH:21][C:5]2[N:6]3[CH:11]=[C:10]([C:12]4[CH:17]=[CH:16][C:15]([N:18]([CH3:20])[CH3:19])=[CH:14][CH:13]=4)[N:9]=[C:7]3[S:8][C:4]=2[CH:3]=1. Given the reactants F[C:2]1[CH:22]=[CH:21][C:5]2[N:6]3[CH:11]=[C:10]([C:12]4[CH:17]=[CH:16][C:15]([N:18]([CH3:20])[CH3:19])=[CH:14][CH:13]=4)[N:9]=[C:7]3[S:8][C:4]=2[CH:3]=1.[I:23]I.[O-]S([O-])(=S)=O.[Na+].[Na+], predict the reaction product. (3) Given the reactants [Li]CCCC.Br[C:7]1[CH:8]=[C:9]2[C:14](=[CH:15][CH:16]=1)[N:13]=[C:12](Cl)[C:11]([CH2:18][C:19]1[CH:20]=[N:21][C:22]([C:25]([F:28])([F:27])[F:26])=[CH:23][CH:24]=1)=[C:10]2[Cl:29].[CH3:30][N:31]1[C:35]([C:36]([C:38]2[CH:39]=[N:40][C:41]([C:44]([F:47])([F:46])[F:45])=[CH:42][CH:43]=2)=[O:37])=[CH:34][N:33]=[CH:32]1.[C:48](=O)=[O:49].CC(C)=O, predict the reaction product. The product is: [Cl:29][C:10]1[C:9]2[C:14](=[CH:15][CH:16]=[C:7]([C:36]([C:35]3[N:31]([CH3:30])[CH:32]=[N:33][CH:34]=3)([C:38]3[CH:39]=[N:40][C:41]([C:44]([F:47])([F:45])[F:46])=[CH:42][CH:43]=3)[OH:37])[CH:8]=2)[N:13]=[C:12]([O:49][CH3:48])[C:11]=1[CH2:18][C:19]1[CH:20]=[N:21][C:22]([C:25]([F:28])([F:27])[F:26])=[CH:23][CH:24]=1. (4) The product is: [C:28]([O:27][C:26]([C:10]1[S:9][C:8]([CH:3]2[N:4]([CH3:7])[CH2:5][CH2:6][N:2]2[CH3:1])=[CH:12][CH:11]=1)=[O:32])([CH3:31])([CH3:30])[CH3:29]. Given the reactants [CH3:1][N:2]1[CH2:6][CH2:5][N:4]([CH3:7])[CH:3]1[C:8]1[S:9][CH:10]=[CH:11][CH:12]=1.CN(C)CCN(C)C.C([Li])CCC.[C:26](O[C:26]([O:27][C:28]([CH3:31])([CH3:30])[CH3:29])=[O:32])(=[O:32])[O:27][C:28]([CH3:31])([CH3:30])[CH3:29], predict the reaction product. (5) Given the reactants Br[C:2]1[CH:18]=[CH:17][C:5]2[C:6](C)=[C:7](/[CH:9]=[CH:10]/[C:11]([O:13][CH2:14][CH3:15])=[O:12])[S:8][C:4]=2[CH:3]=1.[F:19][C:20]([F:33])([F:32])C1C=CC2C=C(C=O)SC=2C=1, predict the reaction product. The product is: [F:19][C:20]([F:33])([F:32])[C:2]1[CH:18]=[CH:17][C:5]2[CH:6]=[C:7](/[CH:9]=[CH:10]/[C:11]([O:13][CH2:14][CH3:15])=[O:12])[S:8][C:4]=2[CH:3]=1. (6) Given the reactants [Cl:1][C:2]1[CH:18]=[CH:17][C:5]([CH2:6][NH:7][C:8]([C:10]2([C:13]([F:16])([F:15])[F:14])[CH2:12][CH2:11]2)=[O:9])=[CH:4][C:3]=1[N:19]=[C:20]=S.[NH2:22][C:23]1[C:24]([NH:34][CH3:35])=[CH:25][C:26]([O:32][CH3:33])=[C:27]([CH:31]=1)[C:28]([OH:30])=[O:29].FC(F)(F)C(=N[Si](C)(C)C)O[Si](C)(C)C.CC(C)N=C=NC(C)C, predict the reaction product. The product is: [Cl:1][C:2]1[CH:18]=[CH:17][C:5]([CH2:6][NH:7][C:8]([C:10]2([C:13]([F:16])([F:15])[F:14])[CH2:12][CH2:11]2)=[O:9])=[CH:4][C:3]=1[NH:19][C:20]1[N:34]([CH3:35])[C:24]2[CH:25]=[C:26]([O:32][CH3:33])[C:27]([C:28]([OH:30])=[O:29])=[CH:31][C:23]=2[N:22]=1. (7) Given the reactants [Cl:1][C:2]1[N:3]=[CH:4][CH:5]=[C:6]2[C:10]([CH3:11])=[C:9]([CH3:12])[NH:8][C:7]=12.I[CH2:14][CH2:15][CH3:16], predict the reaction product. The product is: [Cl:1][C:2]1[N:3]=[CH:4][CH:5]=[C:6]2[C:10]([CH3:11])=[C:9]([CH3:12])[N:8]([CH2:14][CH2:15][CH3:16])[C:7]=12. (8) Given the reactants [C:1]([C:5]1[C:6]([OH:13])=[C:7]([CH:10]=[CH:11][CH:12]=1)[CH:8]=[O:9])([CH3:4])([CH3:3])[CH3:2].[N+:14]([O-])([OH:16])=[O:15], predict the reaction product. The product is: [C:1]([C:5]1[C:6]([OH:13])=[C:7]([CH:10]=[C:11]([N+:14]([O-:16])=[O:15])[CH:12]=1)[CH:8]=[O:9])([CH3:4])([CH3:2])[CH3:3].